This data is from Drug-target binding data from BindingDB using IC50 measurements. The task is: Regression. Given a target protein amino acid sequence and a drug SMILES string, predict the binding affinity score between them. We predict pIC50 (pIC50 = -log10(IC50 in M); higher means more potent). Dataset: bindingdb_ic50. The drug is COc1ccc(CC(=O)[C@@H](N)Cc2cnc[nH]2)cc1. The target protein (P24226) has sequence MSFDLSRLSLTSSPRLSFLTRTATKKGFVRCSMKSYRLSELSFSQVENLKARPRIDFSSIFTTVNPIIDAVRSKGDTAVKEYTERFDKVQLNKVVEDVSELDIPELDSAVKEAFDVAYDNIYAFHFAQMSTEKSVENMKGVRCKRVSRSIGSVGLYVPGGTAVLPSTALMLAIPAQIAGCKTVVLATPPTKEGSICKEVLYCAKRAGVTHILKAGGAQAIAAMAWGTDSCPKVEKIFGPGNQYVTAAKMILQNSEAMVSIDMPAGPSEVLVIADEHASPVYIAADLLSQAEHGPDSQVVLVVVGDGVNLKAIEEEIAKQCKSLPRGEFASKALSHSFTVFARDMIEAITFSNLYAPEHLIINVKDAEKWEGLIENAGSVFIGPWTPESVGDYASGTNHVLPTYGYARMYSGVSLDSFLKFMTVQSLTEEGLRNLGPYVATMAEIEGLDAHKRAVTLRLKDIEAKQTQTK. The pIC50 is 6.0.